This data is from Catalyst prediction with 721,799 reactions and 888 catalyst types from USPTO. The task is: Predict which catalyst facilitates the given reaction. (1) Reactant: Br[C:2]1[CH:11]=[CH:10][C:5]([O:6][CH:7]([F:9])[F:8])=[CH:4][CH:3]=1.[B:12](OC(C)C)([O:17]C(C)C)[O:13]C(C)C.C([Li])CCC.Cl. Product: [F:8][CH:7]([F:9])[O:6][C:5]1[CH:10]=[CH:11][C:2]([B:12]([OH:17])[OH:13])=[CH:3][CH:4]=1. The catalyst class is: 7. (2) Reactant: F[C:2]1[C:7]([C:8]2[N:13]=[C:12]([CH3:14])[N:11]=[C:10]([N:15]([CH2:25][C:26]3[CH:31]=[CH:30][C:29]([O:32][CH3:33])=[CH:28][CH:27]=3)[CH2:16][C:17]3[CH:22]=[CH:21][C:20]([O:23][CH3:24])=[CH:19][CH:18]=3)[N:9]=2)=[CH:6][C:5]([C@H:34]([N:36]2[CH2:41][CH2:40][N:39]([S:42]([CH3:45])(=[O:44])=[O:43])[CH2:38][CH2:37]2)[CH3:35])=[CH:4][N:3]=1.[CH:46]([C:49]1[CH:50]=[C:51]([NH2:57])[CH:52]=[N:53][C:54]=1[O:55][CH3:56])([CH3:48])[CH3:47].C[Si]([N-][Si](C)(C)C)(C)C.[Li+]. Product: [CH:46]([C:49]1[CH:50]=[C:51]([NH:57][C:2]2[C:7]([C:8]3[N:13]=[C:12]([CH3:14])[N:11]=[C:10]([N:15]([CH2:16][C:17]4[CH:18]=[CH:19][C:20]([O:23][CH3:24])=[CH:21][CH:22]=4)[CH2:25][C:26]4[CH:27]=[CH:28][C:29]([O:32][CH3:33])=[CH:30][CH:31]=4)[N:9]=3)=[CH:6][C:5]([C@H:34]([N:36]3[CH2:37][CH2:38][N:39]([S:42]([CH3:45])(=[O:44])=[O:43])[CH2:40][CH2:41]3)[CH3:35])=[CH:4][N:3]=2)[CH:52]=[N:53][C:54]=1[O:55][CH3:56])([CH3:48])[CH3:47]. The catalyst class is: 1. (3) Reactant: CC1NN=C(C(F)(F)F)C=1.C(=O)([O-])[O-].[K+].[K+].Br[C:18]1[CH:19]=[CH:20][C:21]([N+:24]([O-:26])=[O:25])=[N:22][CH:23]=1.CC(=O)OCC.[Cl-].[Na+].O. Product: [N+:24]([C:21]1[CH:20]=[CH:19][CH:18]=[CH:23][N:22]=1)([O-:26])=[O:25]. The catalyst class is: 16. (4) Reactant: [CH3:1][S:2][CH2:3][CH2:4][C:5]1[C:14]2[C:9](=[CH:10][CH:11]=[CH:12][CH:13]=2)[CH:8]=[C:7]([C:15]([OH:17])=O)[N:6]=1.[NH:18]1[CH:22]=[CH:21][N:20]=[C:19]1[NH:23][C:24]([C:26]1[C:34]2[NH:33][C:32]([NH2:35])=[N:31][C:30]=2[CH:29]=[CH:28][CH:27]=1)=[O:25].CN(C(ON1N=NC2C=CC=CC1=2)=[N+](C)C)C.F[P-](F)(F)(F)(F)F.CCN(C(C)C)C(C)C. Product: [NH:20]1[CH:21]=[CH:22][N:18]=[C:19]1[NH:23][C:24]([C:26]1[C:34]2[N:33]=[C:32]([NH:35][C:15]([C:7]3[N:6]=[C:5]([CH2:4][CH2:3][S:2][CH3:1])[C:14]4[C:9]([CH:8]=3)=[CH:10][CH:11]=[CH:12][CH:13]=4)=[O:17])[NH:31][C:30]=2[CH:29]=[CH:28][CH:27]=1)=[O:25]. The catalyst class is: 3. (5) Reactant: [CH3:1][O:2][C:3]1[CH:4]=[C:5]([C:11](=[O:21])[CH2:12][C:13]2[CH:18]=[CH:17][C:16]([O:19][CH3:20])=[CH:15][CH:14]=2)[CH:6]=[C:7]([O:9][CH3:10])[CH:8]=1.CO.[BH4-].[Na+]. Product: [CH3:1][O:2][C:3]1[CH:4]=[C:5]([CH:11]([OH:21])[CH2:12][C:13]2[CH:18]=[CH:17][C:16]([O:19][CH3:20])=[CH:15][CH:14]=2)[CH:6]=[C:7]([O:9][CH3:10])[CH:8]=1. The catalyst class is: 1. (6) Reactant: [CH3:1][N:2]([CH2:12][CH2:13][N:14]1[C:23]2[C:18](=[CH:19][C:20]([N+:24]([O-])=O)=[CH:21][CH:22]=2)[CH2:17][CH2:16][C:15]1=[O:27])[C:3](=[O:11])[O:4][C:5]1[CH:10]=[CH:9][CH:8]=[CH:7][CH:6]=1.C1COCC1. Product: [NH2:24][C:20]1[CH:19]=[C:18]2[C:23](=[CH:22][CH:21]=1)[N:14]([CH2:13][CH2:12][N:2]([CH3:1])[C:3](=[O:11])[O:4][C:5]1[CH:6]=[CH:7][CH:8]=[CH:9][CH:10]=1)[C:15](=[O:27])[CH2:16][CH2:17]2. The catalyst class is: 8. (7) Reactant: [H-].[Na+].[CH2:3]([N:5]1[CH2:10][CH2:9][NH:8][C:7](=[O:11])[CH2:6]1)[CH3:4].[F:12][C:13]1[CH:14]=[C:15]([CH:18]=[CH:19][CH:20]=1)[CH2:16]Br. Product: [CH2:3]([N:5]1[CH2:10][CH2:9][N:8]([CH2:16][C:15]2[CH:18]=[CH:19][CH:20]=[C:13]([F:12])[CH:14]=2)[C:7](=[O:11])[CH2:6]1)[CH3:4]. The catalyst class is: 299. (8) The catalyst class is: 2. Reactant: [CH3:1][N:2]1[C:6]2=[N:7][C:8]([C:11]3[CH:18]=[CH:17][CH:16]=[CH:15][C:12]=3[C:13]#[N:14])=[CH:9][CH:10]=[C:5]2[NH:4][C:3]1=[O:19].[CH3:20][C:21]1([CH2:24]O)[CH2:23][CH2:22]1.N(C(OC(C)C)=O)=NC(OC(C)C)=O.C1(P(C2C=CC=CC=2)C2C=CC=CC=2)C=CC=CC=1. Product: [CH3:1][N:2]1[C:6]2=[N:7][C:8]([C:11]3[CH:18]=[CH:17][CH:16]=[CH:15][C:12]=3[C:13]#[N:14])=[CH:9][CH:10]=[C:5]2[N:4]([CH2:20][C:21]2([CH3:24])[CH2:23][CH2:22]2)[C:3]1=[O:19]. (9) Reactant: Cl[C:2]1[CH:7]=[CH:6][C:5]([N+:8]([O-:10])=[O:9])=[CH:4][N:3]=1.[NH2:11][C:12]1[CH:13]=[C:14]([OH:19])[CH:15]=[CH:16][C:17]=1[F:18].C(=O)([O-])[O-].[K+].[K+].CN(C)C=O. Product: [F:18][C:17]1[CH:16]=[CH:15][C:14]([O:19][C:2]2[CH:7]=[CH:6][C:5]([N+:8]([O-:10])=[O:9])=[CH:4][N:3]=2)=[CH:13][C:12]=1[NH2:11]. The catalyst class is: 6. (10) Reactant: [C:1]([O:5][C:6]([NH:8][C@@H:9]([CH2:25][C:26]1[CH:31]=[CH:30][C:29]([O:32][C:33](=[O:38])[C:34]([CH3:37])([CH3:36])[CH3:35])=[C:28]([O:39][C:40](=[O:45])[C:41]([CH3:44])([CH3:43])[CH3:42])[CH:27]=1)[C:10]([O:12][C@H:13]([CH3:24])[CH2:14][O:15][C:16]([C:18]1[CH:23]=[CH:22][CH:21]=[CH:20][CH:19]=1)=[O:17])=[O:11])=[O:7])([CH3:4])([CH3:3])[CH3:2].[ClH:46]. Product: [ClH:46].[C:1]([O:5][C:6]([NH:8][C@@H:9]([CH2:25][C:26]1[CH:31]=[CH:30][C:29]([O:32][C:33](=[O:38])[C:34]([CH3:36])([CH3:35])[CH3:37])=[C:28]([O:39][C:40](=[O:45])[C:41]([CH3:44])([CH3:43])[CH3:42])[CH:27]=1)[C:10]([O:12][C@H:13]([CH3:24])[CH2:14][O:15][C:16]([C:18]1[CH:23]=[CH:22][CH:21]=[CH:20][CH:19]=1)=[O:17])=[O:11])=[O:7])([CH3:2])([CH3:3])[CH3:4]. The catalyst class is: 12.